Dataset: Reaction yield outcomes from USPTO patents with 853,638 reactions. Task: Predict the reaction yield, written as a fraction of the theoretical maximum amount of product (1.0 means a 100% yield; for example, 0.34 means a 34% yield). (1) The reactants are [C:1]([C:3]1[N:8]=[CH:7][C:6]([CH2:9][CH2:10][C:11]2[CH:20]=[C:19]3[C:14]([C:15]([C:25]4[CH:30]=[CH:29][C:28]([O:31][CH3:32])=[CH:27][C:26]=4[F:33])=[CH:16][C:17]([C:21]([O:23]C)=O)=[N:18]3)=[CH:13][CH:12]=2)=[CH:5][CH:4]=1)#[N:2].[NH3:34].CO. The catalyst is CO. The product is [C:1]([C:3]1[N:8]=[CH:7][C:6]([CH2:9][CH2:10][C:11]2[CH:20]=[C:19]3[C:14]([C:15]([C:25]4[CH:30]=[CH:29][C:28]([O:31][CH3:32])=[CH:27][C:26]=4[F:33])=[CH:16][C:17]([C:21]([NH2:34])=[O:23])=[N:18]3)=[CH:13][CH:12]=2)=[CH:5][CH:4]=1)#[N:2]. The yield is 0.679. (2) The reactants are [CH:1]1([O:4][C:5]2[C:6]([N+:14]([O-])=O)=[C:7]([CH:11]=[CH:12][CH:13]=2)[C:8]([OH:10])=[O:9])[CH2:3][CH2:2]1. The catalyst is [Pd].CO. The product is [NH2:14][C:6]1[C:5]([O:4][CH:1]2[CH2:2][CH2:3]2)=[CH:13][CH:12]=[CH:11][C:7]=1[C:8]([OH:10])=[O:9]. The yield is 0.990. (3) The yield is 0.440. The reactants are [CH2:1]([Mg]Br)[CH3:2].[Br:5][C:6]1[CH:13]=[C:12]([F:14])[CH:11]=[CH:10][C:7]=1[C:8]#[N:9].B(F)(F)F.CCOCC.Cl. The product is [Br:5][C:6]1[CH:13]=[C:12]([F:14])[CH:11]=[CH:10][C:7]=1[C:8]1([NH2:9])[CH2:2][CH2:1]1. The catalyst is CCOCC.C(O[Ti](OC(C)C)(OC(C)C)OC(C)C)(C)C.